The task is: Predict the reactants needed to synthesize the given product.. This data is from Full USPTO retrosynthesis dataset with 1.9M reactions from patents (1976-2016). (1) Given the product [CH3:50][N:24]1[CH2:25][C@@H:26]([CH2:27][O:28][C:29](=[O:47])[CH2:30][CH2:31][CH2:32][CH2:33][CH2:34][CH2:35][CH2:36]/[CH:37]=[CH:38]\[CH2:39]/[CH:40]=[CH:41]\[CH2:42][CH2:43][CH2:44][CH2:45][CH3:46])[C@H:22]([CH2:21][O:20][C:1](=[O:19])[CH2:2][CH2:3][CH2:4][CH2:5][CH2:6][CH2:7][CH2:8]/[CH:9]=[CH:10]\[CH2:11]/[CH:12]=[CH:13]\[CH2:14][CH2:15][CH2:16][CH2:17][CH3:18])[CH2:23]1, predict the reactants needed to synthesize it. The reactants are: [C:1]([O:20][CH2:21][C@H:22]1[C@H:26]([CH2:27][O:28][C:29](=[O:47])[CH2:30][CH2:31][CH2:32][CH2:33][CH2:34][CH2:35][CH2:36]/[CH:37]=[CH:38]\[CH2:39]/[CH:40]=[CH:41]\[CH2:42][CH2:43][CH2:44][CH2:45][CH3:46])[CH2:25][NH:24][CH2:23]1)(=[O:19])[CH2:2][CH2:3][CH2:4][CH2:5][CH2:6][CH2:7][CH2:8]/[CH:9]=[CH:10]\[CH2:11]/[CH:12]=[CH:13]\[CH2:14][CH2:15][CH2:16][CH2:17][CH3:18].C=O.[C:50](O[BH-](OC(=O)C)OC(=O)C)(=O)C.[Na+].C(=O)([O-])O.[Na+]. (2) Given the product [N+:18]([C:21]1[CH:27]=[CH:26][C:24]([NH:25][S:14]([C:10]2[CH:9]=[C:8]([C:5]3[CH:6]=[CH:7][C:2]([F:1])=[CH:3][CH:4]=3)[CH:13]=[CH:12][CH:11]=2)(=[O:16])=[O:15])=[CH:23][CH:22]=1)([O-:20])=[O:19], predict the reactants needed to synthesize it. The reactants are: [F:1][C:2]1[CH:7]=[CH:6][C:5]([C:8]2[CH:13]=[CH:12][CH:11]=[C:10]([S:14](Cl)(=[O:16])=[O:15])[CH:9]=2)=[CH:4][CH:3]=1.[N+:18]([C:21]1[CH:27]=[CH:26][C:24]([NH2:25])=[CH:23][CH:22]=1)([O-:20])=[O:19].